Dataset: Forward reaction prediction with 1.9M reactions from USPTO patents (1976-2016). Task: Predict the product of the given reaction. (1) Given the reactants CN(C)CCOCCN(C)C.C([Mg]Cl)(C)C.[CH3:17][O:18][C:19](=[O:37])[C:20]1[CH:25]=[CH:24][C:23](I)=[C:22]([O:27][CH2:28][CH2:29][C:30]2[CH:31]=[C:32]([CH3:36])[CH:33]=[CH:34][CH:35]=2)[CH:21]=1.[B:38](OC)([O:41]C)[O:39]C.Cl, predict the reaction product. The product is: [CH3:17][O:18][C:19](=[O:37])[C:20]1[CH:25]=[CH:24][C:23]([B:38]([OH:41])[OH:39])=[C:22]([O:27][CH2:28][CH2:29][C:30]2[CH:31]=[C:32]([CH3:36])[CH:33]=[CH:34][CH:35]=2)[CH:21]=1. (2) The product is: [CH3:9][C:10]1[CH:11]=[C:12]([CH3:13])[N:7]=[C:6]2[C:5]=1[CH:4]=[CH:3][C:2]([NH2:8])=[N:1]2. Given the reactants [N:1]1[C:6]([NH2:7])=[CH:5][CH:4]=[CH:3][C:2]=1[NH2:8].[CH3:9][C:10](=O)[CH2:11][C:12](=O)[CH3:13].OS(O)(=O)=O.[OH-].[NH4+], predict the reaction product. (3) Given the reactants [F:1][C:2]1[CH:3]=[C:4]([CH:8]=[CH:9][C:10]=1[N+:11]([O-:13])=[O:12])[C:5]([OH:7])=O.S(Cl)(Cl)=O.Cl.[NH2:19][C@H:20]([C:30]([O:32][C:33]([CH3:36])([CH3:35])[CH3:34])=[O:31])[CH2:21][CH2:22][C:23]([O:25][C:26]([CH3:29])([CH3:28])[CH3:27])=[O:24].CCN(CC)CC.FC1C=C(NCCC2C=CC=CC=2)C=CC=1C(N[C@H](C(OC(C)(C)C)=O)CCC(OC(C)(C)C)=O)=O, predict the reaction product. The product is: [F:1][C:2]1[CH:3]=[C:4]([CH:8]=[CH:9][C:10]=1[N+:11]([O-:13])=[O:12])[C:5]([NH:19][C@H:20]([C:30]([O:32][C:33]([CH3:36])([CH3:35])[CH3:34])=[O:31])[CH2:21][CH2:22][C:23]([O:25][C:26]([CH3:29])([CH3:27])[CH3:28])=[O:24])=[O:7].